From a dataset of Reaction yield outcomes from USPTO patents with 853,638 reactions. Predict the reaction yield, written as a fraction of the theoretical maximum amount of product (1.0 means a 100% yield; for example, 0.34 means a 34% yield). The reactants are [Cl:1][C:2]1[CH:7]=[C:6]([N+:8]([O-])=O)[CH:5]=[C:4]([F:11])[C:3]=1[OH:12].NC1C=CC(O)=CC=1F. No catalyst specified. The product is [NH2:8][C:6]1[CH:5]=[C:4]([F:11])[C:3]([OH:12])=[C:2]([Cl:1])[CH:7]=1. The yield is 0.400.